Predict the reaction yield, written as a fraction of the theoretical maximum amount of product (1.0 means a 100% yield; for example, 0.34 means a 34% yield). From a dataset of Reaction yield outcomes from USPTO patents with 853,638 reactions. The reactants are [OH:1][C:2]1[CH:7]=[C:6]([OH:8])[CH:5]=[CH:4][N:3]=1.[N+:9]([O-])([OH:11])=[O:10]. The catalyst is OS(O)(=O)=O. The product is [OH:1][C:2]1[C:7]([N+:9]([O-:11])=[O:10])=[C:6]([OH:8])[CH:5]=[CH:4][N:3]=1. The yield is 0.740.